From a dataset of Forward reaction prediction with 1.9M reactions from USPTO patents (1976-2016). Predict the product of the given reaction. Given the reactants COC(=O)[CH2:4][C:5]1([CH2:10][CH3:11])[O:9][CH2:8][CH2:7][O:6]1.C(=O)([O-])[O-:14].[K+].[K+].O1CCCC1, predict the reaction product. The product is: [CH2:10]([C:5]1([CH2:4][OH:14])[O:6][CH2:7][CH2:8][O:9]1)[CH3:11].